Dataset: Reaction yield outcomes from USPTO patents with 853,638 reactions. Task: Predict the reaction yield, written as a fraction of the theoretical maximum amount of product (1.0 means a 100% yield; for example, 0.34 means a 34% yield). (1) The reactants are CS([C:5]1[N:10]=[C:9]([C:11]2[CH:16]=[CH:15][CH:14]=[C:13]([CH3:17])[N:12]=2)[CH:8]=[CH:7][N:6]=1)(=O)=O.[O:18]1CCOCC1. No catalyst specified. The product is [CH3:17][C:13]1[N:12]=[C:11]([C:9]2[CH:8]=[CH:7][NH:6][C:5](=[O:18])[N:10]=2)[CH:16]=[CH:15][CH:14]=1. The yield is 0.850. (2) The reactants are [OH2:1].F[C:3]1[CH:4]=[CH:5][C:6]([NH:9][NH2:10])=N[CH:8]=1.C(OC(C[CH2:19][N:20]1CCC[C@H]1C(O)=O)=O)(C)(C)C. The catalyst is CN(C=O)C.C(Cl)CCl. The product is [CH:3]1[CH:4]=[CH:5][C:6]2[N:9]([OH:1])[N:10]=[N:20][C:19]=2[CH:8]=1. The yield is 0.990. (3) The reactants are Br[C:2]1[CH:10]=[C:9]2[C:5]([CH:6]=[CH:7][NH:8]2)=[CH:4][CH:3]=1.[C:11]1(B(O)O)[CH:16]=[CH:15][CH:14]=[CH:13][CH:12]=1.C([O-])(O)=O.[Na+]. The catalyst is C1(C)C=CC=CC=1.CCO.[Cl-].[Na+].O. The product is [C:11]1([C:2]2[CH:10]=[C:9]3[C:5]([CH:6]=[CH:7][NH:8]3)=[CH:4][CH:3]=2)[CH:16]=[CH:15][CH:14]=[CH:13][CH:12]=1. The yield is 0.450. (4) The reactants are [NH2:1][C:2]1[C:3]([NH:12][CH2:13][CH2:14][CH2:15][CH2:16][OH:17])=[C:4]([CH:9]=[CH:10][CH:11]=1)[C:5]([O:7][CH3:8])=[O:6].[Cl:18]N1C(=O)CCC1=O. The catalyst is ClCCl. The product is [NH2:1][C:2]1[C:3]([NH:12][CH2:13][CH2:14][CH2:15][CH2:16][OH:17])=[C:4]([CH:9]=[CH:10][C:11]=1[Cl:18])[C:5]([O:7][CH3:8])=[O:6]. The yield is 0.170. (5) The reactants are Br[C:2]1[CH:3]=[N:4][N:5]([CH3:18])[C:6]=1[C:7]1[CH:8]=[C:9]([C:14]([O:16][CH3:17])=[O:15])[S:10][C:11]=1[CH2:12][CH3:13].C(=O)([O-])[O-].[K+].[K+].O1CCO[CH2:27][CH2:26]1. The catalyst is O.CC(C)([P](C(C)(C)C)([Pd][P](C(C)(C)C)(C(C)(C)C)C(C)(C)C)C(C)(C)C)C. The product is [CH:26]([C:2]1[CH:3]=[N:4][N:5]([CH3:18])[C:6]=1[C:7]1[CH:8]=[C:9]([C:14]([O:16][CH3:17])=[O:15])[S:10][C:11]=1[CH2:12][CH3:13])=[CH2:27]. The yield is 0.730. (6) The reactants are [Cl:1][C:2]1[CH:7]=[C:6]([N+:8]([O-])=O)[CH:5]=[C:4]([Cl:11])[C:3]=1[S:12][C:13]1[S:14][C:15]2[CH:21]=[C:20]([C:22]#[N:23])[CH:19]=[CH:18][C:16]=2[N:17]=1.O.O.[Sn](Cl)(Cl)(Cl)Cl. No catalyst specified. The product is [NH2:8][C:6]1[CH:7]=[C:2]([Cl:1])[C:3]([S:12][C:13]2[S:14][C:15]3[CH:21]=[C:20]([C:22]#[N:23])[CH:19]=[CH:18][C:16]=3[N:17]=2)=[C:4]([Cl:11])[CH:5]=1. The yield is 0.980. (7) The reactants are C1C=CC2N(O)N=NC=2C=1.CCN(C(C)C)C(C)C.[N+:20]([C:23]1[CH:31]=[CH:30][C:26]([C:27]([OH:29])=O)=[CH:25][CH:24]=1)([O-:22])=[O:21].CCN=C=NCCCN(C)C.Cl.[C:44]([NH:47][NH2:48])(=[O:46])[CH3:45]. The catalyst is CN(C=O)C.O. The product is [C:44]([NH:47][NH:48][C:27](=[O:29])[C:26]1[CH:25]=[CH:24][C:23]([N+:20]([O-:22])=[O:21])=[CH:31][CH:30]=1)(=[O:46])[CH3:45]. The yield is 0.550. (8) The reactants are C([O-])([O-])=O.[K+].[K+].[C:7]1(=[N:12][NH2:13])[CH2:11][CH2:10][CH2:9][CH2:8]1.[C:14](Cl)(=[N:21][OH:22])[C:15]1[CH:20]=[CH:19][CH:18]=[CH:17][CH:16]=1. The catalyst is O.C(Cl)Cl. The product is [C:15]1([C:14]2[N:12]([NH2:13])[C:7]3([CH2:11][CH2:10][CH2:9][CH2:8]3)[O:22][N:21]=2)[CH:20]=[CH:19][CH:18]=[CH:17][CH:16]=1. The yield is 0.500. (9) The reactants are [H-].[H-].[H-].[H-].[Li+].[Al+3].[CH2:7]([C:9]([C:25]1[CH:30]=[CH:29][C:28]([O:31][CH2:32][C:33](OCC)=[O:34])=[C:27]([O:38][CH3:39])[CH:26]=1)=[C:10]([C:18]1[CH:23]=[CH:22][C:21]([OH:24])=[CH:20][CH:19]=1)[C:11]1[CH:16]=[CH:15][C:14]([OH:17])=[CH:13][CH:12]=1)[CH3:8]. The catalyst is C1COCC1. The product is [OH:34][CH2:33][CH2:32][O:31][C:28]1[CH:29]=[CH:30][C:25]([C:9]([CH2:7][CH3:8])=[C:10]([C:11]2[CH:12]=[CH:13][C:14]([OH:17])=[CH:15][CH:16]=2)[C:18]2[CH:23]=[CH:22][C:21]([OH:24])=[CH:20][CH:19]=2)=[CH:26][C:27]=1[O:38][CH3:39]. The yield is 0.920.